This data is from NCI-60 drug combinations with 297,098 pairs across 59 cell lines. The task is: Regression. Given two drug SMILES strings and cell line genomic features, predict the synergy score measuring deviation from expected non-interaction effect. (1) Drug 1: C1=C(C(=O)NC(=O)N1)N(CCCl)CCCl. Drug 2: CN1C(=O)N2C=NC(=C2N=N1)C(=O)N. Cell line: NCI-H322M. Synergy scores: CSS=-0.276, Synergy_ZIP=3.33, Synergy_Bliss=4.43, Synergy_Loewe=-1.89, Synergy_HSA=-2.65. (2) Drug 1: C1=NC2=C(N=C(N=C2N1C3C(C(C(O3)CO)O)F)Cl)N. Drug 2: CS(=O)(=O)CCNCC1=CC=C(O1)C2=CC3=C(C=C2)N=CN=C3NC4=CC(=C(C=C4)OCC5=CC(=CC=C5)F)Cl. Cell line: SF-295. Synergy scores: CSS=-4.13, Synergy_ZIP=2.65, Synergy_Bliss=-0.457, Synergy_Loewe=-4.30, Synergy_HSA=-4.40. (3) Drug 1: CNC(=O)C1=NC=CC(=C1)OC2=CC=C(C=C2)NC(=O)NC3=CC(=C(C=C3)Cl)C(F)(F)F. Drug 2: CN(C(=O)NC(C=O)C(C(C(CO)O)O)O)N=O. Cell line: SK-OV-3. Synergy scores: CSS=-1.37, Synergy_ZIP=3.91, Synergy_Bliss=4.42, Synergy_Loewe=-2.27, Synergy_HSA=-2.96. (4) Drug 1: CC12CCC3C(C1CCC2O)C(CC4=C3C=CC(=C4)O)CCCCCCCCCS(=O)CCCC(C(F)(F)F)(F)F. Drug 2: CN(CC1=CN=C2C(=N1)C(=NC(=N2)N)N)C3=CC=C(C=C3)C(=O)NC(CCC(=O)O)C(=O)O. Cell line: DU-145. Synergy scores: CSS=33.5, Synergy_ZIP=1.81, Synergy_Bliss=0.418, Synergy_Loewe=-37.0, Synergy_HSA=-1.43.